The task is: Regression. Given a peptide amino acid sequence and an MHC pseudo amino acid sequence, predict their binding affinity value. This is MHC class I binding data.. This data is from Peptide-MHC class I binding affinity with 185,985 pairs from IEDB/IMGT. (1) The binding affinity (normalized) is 0.0847. The MHC is HLA-B51:01 with pseudo-sequence HLA-B51:01. The peptide sequence is RPRQIAMSL. (2) The peptide sequence is ETKRNIARHL. The MHC is HLA-A68:02 with pseudo-sequence HLA-A68:02. The binding affinity (normalized) is 0.392. (3) The peptide sequence is IYDFYNAEY. The MHC is HLA-B15:17 with pseudo-sequence HLA-B15:17. The binding affinity (normalized) is 0.211. (4) The peptide sequence is IMAFILGII. The MHC is HLA-A68:02 with pseudo-sequence HLA-A68:02. The binding affinity (normalized) is 0.276. (5) The binding affinity (normalized) is 0.0847. The peptide sequence is VTSSVSSGY. The MHC is HLA-A80:01 with pseudo-sequence HLA-A80:01.